The task is: Predict which catalyst facilitates the given reaction.. This data is from Catalyst prediction with 721,799 reactions and 888 catalyst types from USPTO. (1) Reactant: [C:1]([CH:4]1[CH2:9][N:8]([CH3:10])[CH2:7][CH2:6][N:5]1[C:11]1[N:16]=[C:15](Cl)[N:14]=[C:13]([C:18]([NH2:20])=[O:19])[CH:12]=1)(=[O:3])[NH2:2].CC1(C)C(C)(C)OB([C:29]2[CH:34]=[CH:33][C:32]([O:35][C:36]3[CH:41]=[CH:40][C:39]([C:42]([F:45])([F:44])[F:43])=[CH:38][CH:37]=3)=[CH:31][CH:30]=2)O1.C([O-])([O-])=O.[Na+].[Na+]. Product: [C:1]([CH:4]1[CH2:9][N:8]([CH3:10])[CH2:7][CH2:6][N:5]1[C:11]1[N:16]=[C:15]([C:29]2[CH:30]=[CH:31][C:32]([O:35][C:36]3[CH:41]=[CH:40][C:39]([C:42]([F:43])([F:44])[F:45])=[CH:38][CH:37]=3)=[CH:33][CH:34]=2)[N:14]=[C:13]([C:18]([NH2:20])=[O:19])[CH:12]=1)(=[O:3])[NH2:2]. The catalyst class is: 75. (2) Reactant: C([O-])(=O)C.[Na+].[CH3:6][O:7][C:8]1[CH:13]=[C:12]([CH3:14])[CH:11]=[CH:10][N:9]=1.[Br:15]Br.[OH-].[Na+]. Product: [Br:15][C:11]1[C:12]([CH3:14])=[CH:13][C:8]([O:7][CH3:6])=[N:9][CH:10]=1. The catalyst class is: 161. (3) Reactant: [Br:1][C:2]1[CH:22]=[CH:21][C:5]2[N:6]([C:17]([CH3:20])([CH3:19])[CH3:18])[C:7]([C:9]3[CH:16]=[CH:15][CH:14]=[CH:13][C:10]=3[C:11]#[N:12])=[N:8][C:4]=2[CH:3]=1.[OH-:23].[NH4+].OO. Product: [Br:1][C:2]1[CH:22]=[CH:21][C:5]2[N:6]([C:17]([CH3:18])([CH3:19])[CH3:20])[C:7]([C:9]3[CH:16]=[CH:15][CH:14]=[CH:13][C:10]=3[C:11]([NH2:12])=[O:23])=[N:8][C:4]=2[CH:3]=1. The catalyst class is: 5. (4) Product: [Br:1][C:2]1[C:7]([C:8]([O:10][CH3:11])=[O:9])=[C:6]([CH3:12])[C:5]([O:13][CH2:21][CH3:22])=[CH:4][CH:3]=1. The catalyst class is: 3. Reactant: [Br:1][C:2]1[C:7]([C:8]([O:10][CH3:11])=[O:9])=[C:6]([CH3:12])[C:5]([OH:13])=[CH:4][CH:3]=1.C(=O)([O-])[O-].[Cs+].[Cs+].I[CH2:21][CH3:22].C(OCC)(=O)C.